From a dataset of Peptide-MHC class I binding affinity with 185,985 pairs from IEDB/IMGT. Regression. Given a peptide amino acid sequence and an MHC pseudo amino acid sequence, predict their binding affinity value. This is MHC class I binding data. The peptide sequence is RQRHYFDSA. The MHC is HLA-A80:01 with pseudo-sequence HLA-A80:01. The binding affinity (normalized) is 0.0847.